From a dataset of Reaction yield outcomes from USPTO patents with 853,638 reactions. Predict the reaction yield, written as a fraction of the theoretical maximum amount of product (1.0 means a 100% yield; for example, 0.34 means a 34% yield). (1) The reactants are [Br:1][C:2]1[CH:3]=[CH:4][C:5]2[O:10][CH2:9][CH2:8][NH:7][C:6]=2[CH:11]=1.C(=O)([O-])[O-].[K+].[K+].[CH2:18](Br)[C:19]1[CH:24]=[CH:23][CH:22]=[CH:21][CH:20]=1. The catalyst is CN(C=O)C.O.CCOC(C)=O. The product is [Br:1][C:2]1[CH:3]=[CH:4][C:5]2[O:10][CH2:9][CH2:8][N:7]([CH2:18][C:19]3[CH:24]=[CH:23][CH:22]=[CH:21][CH:20]=3)[C:6]=2[CH:11]=1. The yield is 0.950. (2) The reactants are [C:1]([O:5][C:6](=[O:20])[NH:7][C:8]1[CH:13]=[CH:12][C:11]([O:14][C:15]([F:18])([F:17])[F:16])=[C:10](Br)[CH:9]=1)([CH3:4])([CH3:3])[CH3:2].[CH3:21][N:22]1[C:26](B(O)O)=[CH:25][CH:24]=[N:23]1.C(=O)([O-])[O-].[Na+].[Na+].COCCOC. The catalyst is C1C=CC([P]([Pd]([P](C2C=CC=CC=2)(C2C=CC=CC=2)C2C=CC=CC=2)([P](C2C=CC=CC=2)(C2C=CC=CC=2)C2C=CC=CC=2)[P](C2C=CC=CC=2)(C2C=CC=CC=2)C2C=CC=CC=2)(C2C=CC=CC=2)C2C=CC=CC=2)=CC=1.O. The product is [C:1]([O:5][C:6](=[O:20])[NH:7][C:8]1[CH:13]=[CH:12][C:11]([O:14][C:15]([F:18])([F:17])[F:16])=[C:10]([C:26]2[N:22]([CH3:21])[N:23]=[CH:24][CH:25]=2)[CH:9]=1)([CH3:4])([CH3:3])[CH3:2]. The yield is 0.365. (3) The reactants are Cl[C:2]1[N:7]=[N:6][C:5]([C:8]([NH2:10])=[O:9])=[C:4]([NH:11][C:12]2[CH:17]=[C:16]([CH3:18])[CH:15]=[C:14]([CH3:19])[CH:13]=2)[CH:3]=1.[NH2:20][C@@H:21]1[CH2:26][CH2:25][CH2:24][CH2:23][C@@H:22]1[NH:27][C:28](=[O:34])[O:29][C:30]([CH3:33])([CH3:32])[CH3:31]. The catalyst is CN1C(=O)CCC1.C(OCC)(=O)C. The product is [C:8]([C:5]1[N:6]=[N:7][C:2]([NH:20][C@@H:21]2[CH2:26][CH2:25][CH2:24][CH2:23][C@@H:22]2[NH:27][C:28](=[O:34])[O:29][C:30]([CH3:32])([CH3:31])[CH3:33])=[CH:3][C:4]=1[NH:11][C:12]1[CH:17]=[C:16]([CH3:18])[CH:15]=[C:14]([CH3:19])[CH:13]=1)(=[O:9])[NH2:10]. The yield is 0.420.